Dataset: Catalyst prediction with 721,799 reactions and 888 catalyst types from USPTO. Task: Predict which catalyst facilitates the given reaction. (1) Reactant: [N+:1]([C:4]1[CH:9]=[CH:8][C:7]([CH2:10][C:11]([OH:13])=[O:12])=[CH:6][CH:5]=1)([O-:3])=[O:2].[O:14]=S(Cl)Cl.[Br:18][CH2:19][CH2:20]O.CCN(CC)CC.[C:29](Cl)(=[O:32])[CH2:30][CH3:31].[CH:34]1[CH:39]=[CH:38]C=CC=1. Product: [Br:18][CH2:19][CH2:20][O:12][C:11]([O:13][C:34](=[O:14])[CH2:39][CH3:38])=[C:10]([C:7]1[CH:6]=[CH:5][C:4]([N+:1]([O-:3])=[O:2])=[CH:9][CH:8]=1)[C:29](=[O:32])[CH2:30][CH3:31]. The catalyst class is: 2. (2) The catalyst class is: 700. Product: [Br:14][C:11]1[CH:12]=[CH:13][C:8]([C:5]#[C:4][C:2]([CH3:3])([OH:6])[CH3:1])=[N:9][CH:10]=1. Reactant: [CH3:1][C:2]([OH:6])([C:4]#[CH:5])[CH3:3].Br[C:8]1[CH:13]=[CH:12][C:11]([Br:14])=[CH:10][N:9]=1.C(NC(C)C)(C)C.O. (3) Product: [CH2:11]([C:13]([CH2:19][CH3:20])([CH2:17][CH3:18])[CH2:14][CH:15]=[O:16])[CH3:12]. The catalyst class is: 46. Reactant: C(Cl)(=O)C(Cl)=O.CS(C)=O.[CH2:11]([C:13]([CH2:19][CH3:20])([CH2:17][CH3:18])[CH2:14][CH2:15][OH:16])[CH3:12].C(N(CC)CC)C. (4) Reactant: [Cl:1][C:2]1[C:7]2[S:8][CH:9]=[C:10]([CH2:11][O:12][C@@H:13]([C:20]3[CH:25]=[CH:24][C:23]([Cl:26])=[CH:22][C:21]=3[Cl:27])[CH2:14][N:15]3[CH:19]=[CH:18][N:17]=[CH:16]3)[C:6]=2[CH:5]=[CH:4][CH:3]=1.O.[N+:29]([O-:32])([OH:31])=[O:30]. Product: [N+:29]([O-:32])([OH:31])=[O:30].[Cl:1][C:2]1[C:7]2[S:8][CH:9]=[C:10]([CH2:11][O:12][C@@H:13]([C:20]3[CH:25]=[CH:24][C:23]([Cl:26])=[CH:22][C:21]=3[Cl:27])[CH2:14][N:15]3[CH:19]=[CH:18][N:17]=[CH:16]3)[C:6]=2[CH:5]=[CH:4][CH:3]=1. The catalyst class is: 8. (5) Reactant: ClC(O[C:6](=[O:12])OC(Cl)(Cl)Cl)(Cl)Cl.[NH2:13][C:14]1[CH:15]=[C:16]([CH:35]=[CH:36][CH:37]=1)[O:17][C:18]1[CH:32]=[CH:31][C:21]2[N:22]=[C:23]([NH:25][C:26]([CH:28]3[CH2:30][CH2:29]3)=[O:27])[S:24][C:20]=2[C:19]=1[C:33]#[N:34].C(N(CC)CC)C.[F:45][C:46]([F:55])([F:54])[C:47]1[N:52]=[CH:51][C:50]([NH2:53])=[CH:49][CH:48]=1. Product: [C:33]([C:19]1[C:20]2[S:24][C:23]([NH:25][C:26]([CH:28]3[CH2:30][CH2:29]3)=[O:27])=[N:22][C:21]=2[CH:31]=[CH:32][C:18]=1[O:17][C:16]1[CH:35]=[CH:36][CH:37]=[C:14]([NH:13][C:6](=[O:12])[NH:53][C:50]2[CH:51]=[N:52][C:47]([C:46]([F:55])([F:45])[F:54])=[CH:48][CH:49]=2)[CH:15]=1)#[N:34]. The catalyst class is: 54. (6) Reactant: CN(C)S([N:6]1[C:18]2[C:17]3[CH:16]=[CH:15][C:14]([C:19]#[N:20])=[CH:13][C:12]=3[C:11]([C:21]3[C:26]([F:27])=[CH:25][CH:24]=[CH:23][C:22]=3[F:28])=[N:10][C:9]=2[CH:8]=[N:7]1)(=O)=O.C(O)(C(F)(F)F)=O.N. Product: [F:27][C:26]1[CH:25]=[CH:24][CH:23]=[C:22]([F:28])[C:21]=1[C:11]1[C:12]2[CH:13]=[C:14]([C:19]#[N:20])[CH:15]=[CH:16][C:17]=2[C:18]2[NH:6][N:7]=[CH:8][C:9]=2[N:10]=1. The catalyst class is: 34. (7) Reactant: [OH:1][NH:2][C:3]([C:5]1[CH:32]=[CH:31][C:8]([O:9][C:10]([C:12]2([C:18]3[CH:30]=[CH:29][C:21]([C:22]([O:24]C(C)(C)C)=[O:23])=[CH:20][CH:19]=3)[CH2:17][CH2:16][CH2:15][CH2:14][CH2:13]2)=[O:11])=[CH:7][CH:6]=1)=[O:4].ClCCl.FC(F)(F)C(O)=O. Product: [OH:1][NH:2][C:3]([C:5]1[CH:6]=[CH:7][C:8]([O:9][C:10]([C:12]2([C:18]3[CH:19]=[CH:20][C:21]([C:22]([OH:24])=[O:23])=[CH:29][CH:30]=3)[CH2:13][CH2:14][CH2:15][CH2:16][CH2:17]2)=[O:11])=[CH:31][CH:32]=1)=[O:4]. The catalyst class is: 13.